This data is from HIV replication inhibition screening data with 41,000+ compounds from the AIDS Antiviral Screen. The task is: Binary Classification. Given a drug SMILES string, predict its activity (active/inactive) in a high-throughput screening assay against a specified biological target. (1) The drug is Cn1c(=O)c2c(nc3n(CC(O)CCl)c(=O)ccn23)n(C)c1=O. The result is 0 (inactive). (2) The molecule is O=C(c1ccccc1)C1(C(=O)c2ccccc2)C(=NO)C2CCC1C2. The result is 0 (inactive).